Dataset: Catalyst prediction with 721,799 reactions and 888 catalyst types from USPTO. Task: Predict which catalyst facilitates the given reaction. (1) Reactant: [N+:1]([C:4]1[CH:5]=[C:6]([C:9]([O:11][CH3:12])=[O:10])[NH:7][CH:8]=1)([O-])=O.[CH2:13](Cl)[Cl:14].CO. The catalyst class is: 78. Product: [ClH:14].[NH2:1][C:4]1[CH:5]=[C:6]([C:9]([O:11][CH3:12])=[O:10])[N:7]([CH3:13])[CH:8]=1. (2) Reactant: [Br:1]N1C(=O)CCC1=O.[CH3:9][C:10]1([CH3:31])[C:19]2[CH:20]=[CH:21][CH:22]=[C:23]3[O:24][C:25]4[CH:26]=[CH:27][CH:28]=[CH:29][C:30]=4[N:17]([C:18]=23)[C:16]2[C:11]1=[CH:12][CH:13]=[CH:14][CH:15]=2. Product: [Br:1][C:21]1[CH:22]=[C:23]2[C:18]3=[C:19]([C:10]([CH3:31])([CH3:9])[C:11]4[C:16]([N:17]3[C:30]3[CH:29]=[CH:28][CH:27]=[CH:26][C:25]=3[O:24]2)=[CH:15][CH:14]=[CH:13][CH:12]=4)[CH:20]=1. The catalyst class is: 22. (3) The catalyst class is: 21. Reactant: [Si:1]([O:18][CH2:19][C@H:20]1[O:24][C@@H:23]([OH:25])[C@@H:22]([OH:26])[CH:21]1[OH:27])([C:14]([CH3:17])([CH3:16])[CH3:15])([C:8]1[CH:13]=[CH:12][CH:11]=[CH:10][CH:9]=1)[C:2]1[CH:7]=[CH:6][CH:5]=[CH:4][CH:3]=1.CO[C:30](OC)([CH3:32])[CH3:31].C1(C)C=CC(S(O)(=O)=O)=CC=1.C([O-])(O)=O.[Na+]. Product: [Si:1]([O:18][CH2:19][C@H:20]1[O:24][C@H:23]2[O:25][C:30]([CH3:32])([CH3:31])[O:26][C@H:22]2[CH:21]1[OH:27])([C:14]([CH3:17])([CH3:15])[CH3:16])([C:2]1[CH:7]=[CH:6][CH:5]=[CH:4][CH:3]=1)[C:8]1[CH:9]=[CH:10][CH:11]=[CH:12][CH:13]=1. (4) Reactant: [CH2:1]([N:3]1[CH:7]=[C:6]([C:8]2[CH:9]=[C:10]([CH:12]=[CH:13][CH:14]=2)[NH2:11])[C:5]([C:15]2[CH:20]=[CH:19][N:18]=[CH:17][CH:16]=2)=[N:4]1)[CH3:2].[Br:21][C:22]1[CH:27]=[CH:26][C:25]([N:28]=[C:29]=[O:30])=[C:24]([F:31])[CH:23]=1. Product: [Br:21][C:22]1[CH:27]=[CH:26][C:25]([NH:28][C:29]([NH:11][C:10]2[CH:12]=[CH:13][CH:14]=[C:8]([C:6]3[C:5]([C:15]4[CH:16]=[CH:17][N:18]=[CH:19][CH:20]=4)=[N:4][N:3]([CH2:1][CH3:2])[CH:7]=3)[CH:9]=2)=[O:30])=[C:24]([F:31])[CH:23]=1. The catalyst class is: 2. (5) Reactant: [Cl:1][C:2]1[C:12]2[CH2:11][CH2:10][N:9](C(OC(C)(C)C)=O)[CH2:8][CH2:7][C:6]=2[N:5]=[CH:4][N:3]=1.Cl. Product: [Cl:1][C:2]1[C:12]2[CH2:11][CH2:10][NH:9][CH2:8][CH2:7][C:6]=2[N:5]=[CH:4][N:3]=1. The catalyst class is: 135. (6) Product: [F:1][C:2]1[CH:26]=[CH:25][C:5]([O:6][C:7]2[CH:12]=[CH:11][N:10]=[C:9]([C:13]3[NH:17][CH:16]=[C:15]([C:18]([NH:20][CH2:21][CH2:22][CH2:23][N:41]4[CH2:42][CH2:43][CH2:44][CH:40]4[C:39]([O:38][CH3:37])=[O:45])=[O:19])[CH:14]=3)[CH:8]=2)=[CH:4][C:3]=1[NH:27][C:28]([C:30]1[O:31][CH:32]=[CH:33][C:34]=1[CH3:35])=[O:29]. Reactant: [F:1][C:2]1[CH:26]=[CH:25][C:5]([O:6][C:7]2[CH:12]=[CH:11][N:10]=[C:9]([C:13]3[NH:17][CH:16]=[C:15]([C:18]([NH:20][CH2:21][CH2:22][CH:23]=O)=[O:19])[CH:14]=3)[CH:8]=2)=[CH:4][C:3]=1[NH:27][C:28]([C:30]1[O:31][CH:32]=[CH:33][C:34]=1[CH3:35])=[O:29].Cl.[CH3:37][O:38][C:39](=[O:45])[C@@H:40]1[CH2:44][CH2:43][CH2:42][NH:41]1.C(N(CC)CC)C.C([BH3-])#N.[Na+].C1COCC1. The catalyst class is: 18. (7) Reactant: C[O:2][C:3]([C:5]([S:18]([CH2:21][C:22]([F:25])([F:24])[F:23])(=[O:20])=[O:19])=[CH:6][NH:7][C:8]1[CH:9]=[CH:10][CH:11]=[C:12]2[C:17]=1[N:16]=[CH:15][CH:14]=[CH:13]2)=O.C1(OC2C=CC=CC=2)C=CC=CC=1. Product: [F:25][C:22]([F:23])([F:24])[CH2:21][S:18]([CH:5]1[C:3](=[O:2])[C:9]2[C:8](=[C:17]3[C:12](=[CH:11][CH:10]=2)[CH:13]=[CH:14][CH:15]=[N:16]3)[N:7]=[CH:6]1)(=[O:19])=[O:20]. The catalyst class is: 81.